This data is from Reaction yield outcomes from USPTO patents with 853,638 reactions. The task is: Predict the reaction yield, written as a fraction of the theoretical maximum amount of product (1.0 means a 100% yield; for example, 0.34 means a 34% yield). (1) The reactants are C([N:5]1[CH2:9][CH2:8][N:7]([C:10]2[CH:15]=[CH:14][C:13]([N:16]3[CH:21]=[C:20]([O:22][CH3:23])[C:19](=[O:24])[C:18]([C:25]4[N:29]([C:30]5[CH:35]=[CH:34][CH:33]=[CH:32][CH:31]=5)[N:28]=[CH:27][CH:26]=4)=[N:17]3)=[C:12]([F:36])[CH:11]=2)[C:6]1=[O:37])(C)(C)C. The catalyst is FC(F)(F)C(O)=O. The product is [F:36][C:12]1[CH:11]=[C:10]([N:7]2[CH2:8][CH2:9][NH:5][C:6]2=[O:37])[CH:15]=[CH:14][C:13]=1[N:16]1[CH:21]=[C:20]([O:22][CH3:23])[C:19](=[O:24])[C:18]([C:25]2[N:29]([C:30]3[CH:31]=[CH:32][CH:33]=[CH:34][CH:35]=3)[N:28]=[CH:27][CH:26]=2)=[N:17]1. The yield is 0.750. (2) The reactants are [H-].[Al+3].[Li+].[H-].[H-].[H-].C[O-].[Na+].[CH3:10][C@:11]12[C:19]([C:20]3([CH2:23][C:24]#[C:25][C:26]([OH:35])([C:31]([F:34])([F:33])[F:32])[C:27]([F:30])([F:29])[F:28])[CH2:22][CH2:21]3)=[CH:18][CH2:17][C@H:16]1[C@@H:15]([OH:36])[CH2:14][CH2:13][CH2:12]2. The catalyst is O1CCCC1. The product is [CH3:10][C@:11]12[C:19]([C:20]3([CH2:23]/[CH:24]=[CH:25]/[C:26]([OH:35])([C:31]([F:32])([F:33])[F:34])[C:27]([F:29])([F:30])[F:28])[CH2:22][CH2:21]3)=[CH:18][CH2:17][C@H:16]1[C@@H:15]([OH:36])[CH2:14][CH2:13][CH2:12]2. The yield is 0.870.